From a dataset of Peptide-MHC class I binding affinity with 185,985 pairs from IEDB/IMGT. Regression. Given a peptide amino acid sequence and an MHC pseudo amino acid sequence, predict their binding affinity value. This is MHC class I binding data. (1) The peptide sequence is EKRCRRTVVV. The MHC is HLA-B08:01 with pseudo-sequence HLA-B08:01. The binding affinity (normalized) is 0.201. (2) The peptide sequence is ETQTGMHAH. The MHC is HLA-B15:17 with pseudo-sequence HLA-B15:17. The binding affinity (normalized) is 0.0847.